This data is from Full USPTO retrosynthesis dataset with 1.9M reactions from patents (1976-2016). The task is: Predict the reactants needed to synthesize the given product. (1) Given the product [C:6]1([N:5]([C:12]2[CH:17]=[CH:16][CH:15]=[CH:14][CH:13]=2)[C:3](=[O:4])[CH2:2][N:21]2[CH:22]=[CH:23][CH:24]=[C:25]([C:26]([O:28][CH3:29])=[O:27])[C:20]2=[O:19])[CH:11]=[CH:10][CH:9]=[CH:8][CH:7]=1, predict the reactants needed to synthesize it. The reactants are: Br[CH2:2][C:3]([N:5]([C:12]1[CH:17]=[CH:16][CH:15]=[CH:14][CH:13]=1)[C:6]1[CH:11]=[CH:10][CH:9]=[CH:8][CH:7]=1)=[O:4].Cl.[O:19]=[C:20]1[C:25]([C:26]([O:28][CH3:29])=[O:27])=[CH:24][CH:23]=[CH:22][NH:21]1.[H-].[Na+]. (2) Given the product [Cl:42][CH2:43][CH2:44][CH2:45][S:46]([O:1][C:2]1[CH:10]=[CH:9][C:8]([C:11]2[N:12]([C:27]([O:29][C:30]([CH3:31])([CH3:33])[CH3:32])=[O:28])[C:13]3[C:18]([CH:19]=2)=[CH:17][C:16]([CH2:20][N:21]2[CH2:26][CH2:25][CH2:24][CH2:23][CH2:22]2)=[CH:15][CH:14]=3)=[C:7]2[C:3]=1[CH2:4][NH:5][C:6]2=[O:34])(=[O:48])=[O:47], predict the reactants needed to synthesize it. The reactants are: [OH:1][C:2]1[CH:10]=[CH:9][C:8]([C:11]2[N:12]([C:27]([O:29][C:30]([CH3:33])([CH3:32])[CH3:31])=[O:28])[C:13]3[C:18]([CH:19]=2)=[CH:17][C:16]([CH2:20][N:21]2[CH2:26][CH2:25][CH2:24][CH2:23][CH2:22]2)=[CH:15][CH:14]=3)=[C:7]2[C:3]=1[CH2:4][NH:5][C:6]2=[O:34].C(N(CC)CC)C.[Cl:42][CH2:43][CH2:44][CH2:45][S:46](Cl)(=[O:48])=[O:47].